Dataset: Peptide-MHC class II binding affinity with 134,281 pairs from IEDB. Task: Regression. Given a peptide amino acid sequence and an MHC pseudo amino acid sequence, predict their binding affinity value. This is MHC class II binding data. (1) The peptide sequence is VERSKAYSNCYPYDV. The MHC is DRB1_0101 with pseudo-sequence DRB1_0101. The binding affinity (normalized) is 0.0798. (2) The peptide sequence is SHIQSAVVCGRRHGV. The MHC is DRB1_1302 with pseudo-sequence DRB1_1302. The binding affinity (normalized) is 0.287.